The task is: Predict which catalyst facilitates the given reaction.. This data is from Catalyst prediction with 721,799 reactions and 888 catalyst types from USPTO. (1) Reactant: [Br:1][C:2]1[N:7]=[C:6]([NH2:8])[CH:5]=[CH:4][CH:3]=1.[H-].[Na+].CS(O[CH2:16][CH:17]1[CH2:22][O:21][C:20]([CH3:24])([CH3:23])[CH2:19][O:18]1)(=O)=O. Product: [Br:1][C:2]1[N:7]=[C:6]([NH:8][CH2:16][CH:17]2[CH2:22][O:21][C:20]([CH3:24])([CH3:23])[CH2:19][O:18]2)[CH:5]=[CH:4][CH:3]=1. The catalyst class is: 31. (2) Reactant: [O:1]=[C:2]1[CH2:7][CH2:6][CH:5]([NH:8][C:9](=[O:18])[O:10][CH2:11][C:12]2[CH:17]=[CH:16][CH:15]=[CH:14][CH:13]=2)[CH2:4][CH2:3]1.[CH2:19](O)[CH2:20][OH:21].C(OC)(OC)OC.CC1C=CC(S(O)(=O)=O)=CC=1.O. Product: [O:21]1[C:2]2([CH2:7][CH2:6][CH:5]([NH:8][C:9](=[O:18])[O:10][CH2:11][C:12]3[CH:13]=[CH:14][CH:15]=[CH:16][CH:17]=3)[CH2:4][CH2:3]2)[O:1][CH2:19][CH2:20]1. The catalyst class is: 4. (3) Reactant: [C:1]([O:5][C:6]([NH:8][CH2:9][C:10]1[CH:24]=[CH:23][C:22]([Cl:25])=[CH:21][C:11]=1[CH2:12][NH:13][C:14](=[O:20])[C@@H:15]1[CH2:19][CH2:18][CH2:17][NH:16]1)=[O:7])([CH3:4])([CH3:3])[CH3:2].[CH3:26][C:27]([CH3:34])([CH3:33])[C@@H:28]([OH:32])[C:29](O)=[O:30].C1C=C2N=NN(O)C2=CC=1.O.C(Cl)CCl.C(N(C(C)C)CC)(C)C. Product: [CH3:26][C:27]([CH3:34])([CH3:33])[C@@H:28]([OH:32])[C:29]([N:16]1[CH2:17][CH2:18][CH2:19][C@H:15]1[C:14]([NH:13][CH2:12][C:11]1[CH:21]=[C:22]([Cl:25])[CH:23]=[CH:24][C:10]=1[CH2:9][NH:8][C:6]([O:5][C:1]([CH3:4])([CH3:2])[CH3:3])=[O:7])=[O:20])=[O:30]. The catalyst class is: 3. (4) Reactant: [CH2:1]([C:8]1[CH:16]=[CH:15][C:11]([C:12]([OH:14])=O)=[CH:10][CH:9]=1)[C:2]1[CH:7]=[CH:6][CH:5]=[CH:4][CH:3]=1.[CH3:17][O:18][C:19]1[CH:20]=[C:21]([C:27]2([CH2:32][NH2:33])[CH2:31][CH2:30][CH2:29][CH2:28]2)[CH:22]=[CH:23][C:24]=1[O:25][CH3:26].C(N(CC)CC)C.F[P-](F)(F)(F)(F)F.N1(OC(N(C)C)=[N+](C)C)C2N=CC=CC=2N=N1. Product: [CH2:1]([C:8]1[CH:9]=[CH:10][C:11]([C:12]([NH:33][CH2:32][C:27]2([C:21]3[CH:22]=[CH:23][C:24]([O:25][CH3:26])=[C:19]([O:18][CH3:17])[CH:20]=3)[CH2:28][CH2:29][CH2:30][CH2:31]2)=[O:14])=[CH:15][CH:16]=1)[C:2]1[CH:3]=[CH:4][CH:5]=[CH:6][CH:7]=1. The catalyst class is: 10. (5) Reactant: [Cl:1][C:2]1[CH:13]=[C:12]([F:14])[C:11]([N:15]2[C:20](=[O:21])[CH:19]=[C:18]([C:22]([F:25])([F:24])[F:23])[N:17]([CH3:26])[C:16]2=[O:27])=[CH:10][C:3]=1[O:4][CH:5]([CH3:9])[C:6](O)=[O:7].Cl.[CH3:29][O:30][C:31](=[O:35])[CH2:32][CH2:33][NH2:34].CN1CCOCC1.F[B-](F)(F)F.N1(OC(N(C)C)=[N+](C)C)C2C=CC=CC=2N=N1. Product: [CH3:29][O:30][C:31](=[O:35])[CH2:32][CH2:33][NH:34][C:6](=[O:7])[CH:5]([O:4][C:3]1[CH:10]=[C:11]([N:15]2[C:20](=[O:21])[CH:19]=[C:18]([C:22]([F:23])([F:25])[F:24])[N:17]([CH3:26])[C:16]2=[O:27])[C:12]([F:14])=[CH:13][C:2]=1[Cl:1])[CH3:9]. The catalyst class is: 4. (6) Reactant: [F:1][C:2]([F:27])([F:26])[C:3]([F:25])([C:21]([F:24])([F:23])[F:22])[CH2:4][CH:5]([C:17]([F:20])([F:19])[F:18])[CH2:6][CH:7]([C:13]([F:16])([F:15])[F:14])[CH2:8][CH2:9][CH2:10][CH2:11]I.C(O)C.[C:31]([S-:33])#[N:32].[K+]. Product: [F:1][C:2]([F:27])([F:26])[C:3]([F:25])([C:21]([F:24])([F:23])[F:22])[CH2:4][CH:5]([C:17]([F:20])([F:19])[F:18])[CH2:6][CH:7]([C:13]([F:16])([F:15])[F:14])[CH2:8][CH2:9][CH2:10][CH2:11][S:33][C:31]#[N:32]. The catalyst class is: 15. (7) Reactant: Cl[C:2]1[N:3]([CH2:10][C:11]2([CH3:14])[CH2:13][O:12]2)[CH:4]=[C:5]([N+:7]([O-:9])=[O:8])[N:6]=1.[F:15][C:16]([F:32])([F:31])[C:17]1[CH:30]=[CH:29][C:20]([C:21]([CH:23]2[CH2:28][CH2:27][NH:26][CH2:25][CH2:24]2)=[O:22])=[CH:19][CH:18]=1.C([O-])(=O)C.[Na+].CN(C=O)C. The catalyst class is: 6. Product: [CH3:14][C:11]1([CH2:13][N:26]2[CH2:25][CH2:24][CH:23]([C:21](=[O:22])[C:20]3[CH:29]=[CH:30][C:17]([C:16]([F:31])([F:32])[F:15])=[CH:18][CH:19]=3)[CH2:28][CH2:27]2)[O:12][C:2]2=[N:6][C:5]([N+:7]([O-:9])=[O:8])=[CH:4][N:3]2[CH2:10]1. (8) Reactant: [CH2:1]([O:3][C:4]([C:6]1[CH2:10][CH2:9][CH2:8][C:7]=1[NH:11][CH2:12][C:13]1[CH:18]=[CH:17][C:16]([Cl:19])=[CH:15][CH:14]=1)=[O:5])[CH3:2].C(O[BH-](OC(=O)C)OC(=O)C)(=O)C.[Na+]. Product: [CH2:1]([O:3][C:4]([CH:6]1[CH2:10][CH2:9][CH2:8][CH:7]1[NH:11][CH2:12][C:13]1[CH:14]=[CH:15][C:16]([Cl:19])=[CH:17][CH:18]=1)=[O:5])[CH3:2]. The catalyst class is: 15.